Dataset: Full USPTO retrosynthesis dataset with 1.9M reactions from patents (1976-2016). Task: Predict the reactants needed to synthesize the given product. (1) Given the product [Br:19][C:20]1[CH:25]=[C:24]([C:2]2[N:11]=[C:10]([C:12]([O:14][CH2:15][CH3:16])=[O:13])[C:9]3[C:4](=[CH:5][CH:6]=[C:7]([O:17][CH3:18])[CH:8]=3)[N:3]=2)[CH:23]=[CH:22][CH:21]=1, predict the reactants needed to synthesize it. The reactants are: Cl[C:2]1[N:11]=[C:10]([C:12]([O:14][CH2:15][CH3:16])=[O:13])[C:9]2[C:4](=[CH:5][CH:6]=[C:7]([O:17][CH3:18])[CH:8]=2)[N:3]=1.[Br:19][C:20]1[CH:21]=[C:22](B(O)O)[CH:23]=[CH:24][CH:25]=1. (2) Given the product [N:17]1[CH:18]=[CH:19][C:14]([C:11]2[O:10][C:9]([C:7]([O-:8])=[O:6])=[N:13][CH:12]=2)=[CH:15][CH:16]=1.[Li+:2], predict the reactants needed to synthesize it. The reactants are: O[Li:2].O.C([O:6][C:7]([C:9]1[O:10][C:11]([C:14]2[CH:19]=[CH:18][N:17]=[CH:16][CH:15]=2)=[CH:12][N:13]=1)=[O:8])C.CO. (3) Given the product [F:12][C:13]1[CH:14]=[C:15]([C:2]2[C:3]([C:4]#[N:5])=[CH:6][C:7]([O:10][CH3:11])=[CH:8][CH:9]=2)[CH:16]=[C:17]([F:19])[CH:18]=1, predict the reactants needed to synthesize it. The reactants are: Br[C:2]1[CH:9]=[CH:8][C:7]([O:10][CH3:11])=[CH:6][C:3]=1[C:4]#[N:5].[F:12][C:13]1[CH:14]=[C:15](B(O)O)[CH:16]=[C:17]([F:19])[CH:18]=1.C(=O)([O-])[O-].[K+].[K+]. (4) Given the product [NH:5]1[C:13]2[C:8](=[CH:9][CH:10]=[CH:11][CH:12]=2)[CH2:7][CH2:6]1, predict the reactants needed to synthesize it. The reactants are: ClCCC[N:5]1[C:13]2[C:8](=[CH:9][C:10](C=C([N+]([O-])=O)C)=[CH:11][CH:12]=2)[CH2:7][CH2:6]1.[BH4-].[Na+].